Dataset: Peptide-MHC class II binding affinity with 134,281 pairs from IEDB. Task: Regression. Given a peptide amino acid sequence and an MHC pseudo amino acid sequence, predict their binding affinity value. This is MHC class II binding data. (1) The peptide sequence is EKKYFAAYQFEPLAA. The MHC is HLA-DQA10501-DQB10201 with pseudo-sequence HLA-DQA10501-DQB10201. The binding affinity (normalized) is 0.525. (2) The peptide sequence is GELQIVDKIDAAFGI. The MHC is DRB1_1101 with pseudo-sequence DRB1_1101. The binding affinity (normalized) is 0.571. (3) The MHC is DRB1_0901 with pseudo-sequence DRB1_0901. The binding affinity (normalized) is 0.476. The peptide sequence is DCRTAFKPVLVDEGR. (4) The peptide sequence is GELQIVDNIDAAFKI. The MHC is DRB5_0101 with pseudo-sequence DRB5_0101. The binding affinity (normalized) is 0.590. (5) The binding affinity (normalized) is 0.946. The peptide sequence is EKKYFAWTQFEPLAA. The MHC is HLA-DPA10301-DPB10402 with pseudo-sequence HLA-DPA10301-DPB10402. (6) The peptide sequence is CGGTGKNTIVIPKGD. The MHC is DRB1_1501 with pseudo-sequence DRB1_1501. The binding affinity (normalized) is 0.0461. (7) The peptide sequence is DLTILGLAAEWVLAY. The MHC is DRB1_0401 with pseudo-sequence DRB1_0401. The binding affinity (normalized) is 0.342.